This data is from Reaction yield outcomes from USPTO patents with 853,638 reactions. The task is: Predict the reaction yield, written as a fraction of the theoretical maximum amount of product (1.0 means a 100% yield; for example, 0.34 means a 34% yield). The reactants are [ClH:1].[NH2:2][C:3]1[C:8]([C:9]2[CH:14]=[CH:13][C:12]([NH:15][C:16]([C:18]3[C:23](=[O:24])[C:22]([C:25]4[CH:30]=[CH:29][C:28]([F:31])=[CH:27][CH:26]=4)=[CH:21][N:20]([CH2:32][C:33]([F:36])([F:35])[F:34])[CH:19]=3)=[O:17])=[CH:11][CH:10]=2)=[CH:7][C:6]([C:37]2[CH:42]=[CH:41][C:40]([O:43][CH3:44])=[C:39]([O:45][CH3:46])[CH:38]=2)=[CH:5][N:4]=1. The catalyst is O. The product is [OH2:17].[ClH:1].[NH2:2][C:3]1[C:8]([C:9]2[CH:10]=[CH:11][C:12]([NH:15][C:16]([C:18]3[C:23](=[O:24])[C:22]([C:25]4[CH:26]=[CH:27][C:28]([F:31])=[CH:29][CH:30]=4)=[CH:21][N:20]([CH2:32][C:33]([F:34])([F:35])[F:36])[CH:19]=3)=[O:17])=[CH:13][CH:14]=2)=[CH:7][C:6]([C:37]2[CH:42]=[CH:41][C:40]([O:43][CH3:44])=[C:39]([O:45][CH3:46])[CH:38]=2)=[CH:5][N:4]=1. The yield is 1.00.